Task: Predict the product of the given reaction.. Dataset: Forward reaction prediction with 1.9M reactions from USPTO patents (1976-2016) (1) Given the reactants [Li+].[B-](CC)(CC)CC.[Cl:9][C:10]1[CH:27]=[CH:26][C:13]2[N:14]([C:19]([O:21][C:22]([CH3:25])([CH3:24])[CH3:23])=[O:20])[C:15](=[O:18])[CH2:16][O:17][C:12]=2[CH:11]=1.C([O-])([O-])=O.[Na+].[Na+].OO, predict the reaction product. The product is: [Cl:9][C:10]1[CH:27]=[CH:26][C:13]2[N:14]([C:19]([O:21][C:22]([CH3:23])([CH3:24])[CH3:25])=[O:20])[CH:15]([OH:18])[CH2:16][O:17][C:12]=2[CH:11]=1. (2) Given the reactants [CH2:1]([N:8]1[CH2:12][CH2:11][NH:10][C:9]1=[N:13]C#N)[C:2]1[CH:7]=[CH:6][CH:5]=[CH:4][CH:3]=1.C(N1CCNC1=N)C1C=CC=CC=1.Br[C:30]1[S:31][C:32]([C:36]([NH:38][CH2:39][C:40]2[CH:45]=[CH:44][C:43]([F:46])=[C:42]([F:47])[CH:41]=2)=[O:37])=[C:33]([CH3:35])[N:34]=1, predict the reaction product. The product is: [CH2:1]([N:8]1[CH2:12][CH2:11][N:10]([C:30]2[S:31][C:32]([C:36]([NH:38][CH2:39][C:40]3[CH:45]=[CH:44][C:43]([F:46])=[C:42]([F:47])[CH:41]=3)=[O:37])=[C:33]([CH3:35])[N:34]=2)[C:9]1=[NH:13])[C:2]1[CH:3]=[CH:4][CH:5]=[CH:6][CH:7]=1. (3) Given the reactants [Br:1][C:2]1[CH:3]=[C:4]([N+:12]([O-:14])=[O:13])[C:5]2[N:9]=[CH:8][N:7]([CH3:10])[C:6]=2[CH:11]=1.Br[N:16]1[C:20](=O)CC[C:17]1=O, predict the reaction product. The product is: [Br:1][C:2]1[CH:3]=[C:4]([N+:12]([O-:14])=[O:13])[C:5]2[N:9]=[C:8]([N:16]([CH3:20])[CH3:17])[N:7]([CH3:10])[C:6]=2[CH:11]=1. (4) The product is: [CH2:1]([C:8]1[CH:9]=[N:10][C:11]2[C:16]([C:17]=1[C:18]1[CH:19]=[C:20]([NH:24][CH2:36][C:35]3[CH:38]=[CH:39][C:32]([O:31][C:30]([F:29])([F:40])[F:41])=[CH:33][CH:34]=3)[CH:21]=[CH:22][CH:23]=1)=[CH:15][CH:14]=[CH:13][C:12]=2[C:25]([F:28])([F:26])[F:27])[C:2]1[CH:3]=[CH:4][CH:5]=[CH:6][CH:7]=1. Given the reactants [CH2:1]([C:8]1[CH:9]=[N:10][C:11]2[C:16]([C:17]=1[C:18]1[CH:19]=[C:20]([NH2:24])[CH:21]=[CH:22][CH:23]=1)=[CH:15][CH:14]=[CH:13][C:12]=2[C:25]([F:28])([F:27])[F:26])[C:2]1[CH:7]=[CH:6][CH:5]=[CH:4][CH:3]=1.[F:29][C:30]([F:41])([F:40])[O:31][C:32]1[CH:39]=[CH:38][C:35]([CH:36]=O)=[CH:34][CH:33]=1, predict the reaction product. (5) Given the reactants [C:1]([O:5][C:6]([N:8]1[CH2:13][CH2:12][CH:11]([O:14][C:15]2[N:20]=[CH:19][N:18]=[C:17]([N:21]3[C:29]4[C:24](=[CH:25][C:26]([C:30]([OH:32])=[O:31])=[CH:27][CH:28]=4)[CH2:23][CH2:22]3)[CH:16]=2)[CH2:10][CH2:9]1)=[O:7])(C)([CH3:3])[CH3:2].C(O)(C(F)(F)F)=O, predict the reaction product. The product is: [CH:1]([O:5][C:6]([N:8]1[CH2:13][CH2:12][CH:11]([O:14][C:15]2[N:20]=[CH:19][N:18]=[C:17]([N:21]3[C:29]4[C:24](=[CH:25][C:26]([C:30]([OH:32])=[O:31])=[CH:27][CH:28]=4)[CH2:23][CH2:22]3)[CH:16]=2)[CH2:10][CH2:9]1)=[O:7])([CH3:3])[CH3:2]. (6) Given the reactants Cl.C(OC([N:9]([CH:40]1[CH2:45][CH2:44][CH:43]([NH:46]C(OC(C)(C)C)=O)[CH2:42][CH2:41]1)[C@@H:10]1[CH2:12][C@H:11]1[C:13]1[CH:39]=[CH:38][C:16]([O:17][CH2:18][C:19]2[CH:20]=[C:21]([N:25]3[CH2:30][CH2:29][N:28](C(OC(C)(C)C)=O)[CH2:27][CH2:26]3)[CH:22]=[CH:23][CH:24]=2)=[CH:15][CH:14]=1)=O)(C)(C)C, predict the reaction product. The product is: [N:25]1([C:21]2[CH:20]=[C:19]([CH:24]=[CH:23][CH:22]=2)[CH2:18][O:17][C:16]2[CH:38]=[CH:39][C:13]([C@@H:11]3[CH2:12][C@H:10]3[NH:9][CH:40]3[CH2:41][CH2:42][CH:43]([NH2:46])[CH2:44][CH2:45]3)=[CH:14][CH:15]=2)[CH2:30][CH2:29][NH:28][CH2:27][CH2:26]1. (7) Given the reactants [C:1]([NH:6][NH2:7])(=[O:5])[CH:2]([CH3:4])[CH3:3].C(N(CC)C(C)C)(C)C.[N+:17]([C:20]1[CH:21]=[C:22]([CH:26]=[CH:27][CH:28]=1)[C:23](Cl)=[O:24])([O-:19])=[O:18], predict the reaction product. The product is: [C:1]([NH:6][NH:7][C:23](=[O:24])[C:22]1[CH:26]=[CH:27][CH:28]=[C:20]([N+:17]([O-:19])=[O:18])[CH:21]=1)(=[O:5])[CH:2]([CH3:4])[CH3:3].